From a dataset of Full USPTO retrosynthesis dataset with 1.9M reactions from patents (1976-2016). Predict the reactants needed to synthesize the given product. The reactants are: NC1(C2C=CC(C3C(C4C=CC=CC=4)=CC4C(=O)CCCC=4N=3)=CC=2)CCC1.C(OC(=O)[NH:35][C:36]1([C:40]2[CH:45]=[CH:44][C:43]([C:46]3[C:55]([C:56]4[CH:61]=[CH:60][CH:59]=[CH:58][CH:57]=4)=[CH:54][C:53]4[C:52]5=[N:62][NH:63][C:64](=[O:65])[N:51]5[CH2:50][CH2:49][C:48]=4[N:47]=3)=[CH:42][CH:41]=2)[CH2:39][CH2:38][CH2:37]1)(C)(C)C. Given the product [NH2:35][C:36]1([C:40]2[CH:45]=[CH:44][C:43]([C:46]3[C:55]([C:56]4[CH:61]=[CH:60][CH:59]=[CH:58][CH:57]=4)=[CH:54][C:53]4[C:52]5=[N:62][NH:63][C:64](=[O:65])[N:51]5[CH2:50][CH2:49][C:48]=4[N:47]=3)=[CH:42][CH:41]=2)[CH2:37][CH2:38][CH2:39]1, predict the reactants needed to synthesize it.